Dataset: Forward reaction prediction with 1.9M reactions from USPTO patents (1976-2016). Task: Predict the product of the given reaction. (1) The product is: [F:49][C:48]1[C:47]2[CH2:46][CH2:45][CH2:44][CH2:43][C:42]=2[N:41]2[CH2:50][CH2:51][N:38]([C:34]3[N:33]=[CH:32][CH:31]=[C:30]([C:6]4[CH:5]=[C:4]([NH:17][C:18]5[CH:27]=[C:21]6[CH2:22][N:23]([CH3:26])[CH2:24][CH2:25][N:20]6[N:19]=5)[C:3](=[O:28])[N:2]([CH3:1])[CH:7]=4)[C:35]=3[CH:36]=[O:37])[C:39](=[O:52])[C:40]=12. Given the reactants [CH3:1][N:2]1[CH:7]=[C:6](B2OC(C)(C)C(C)(C)O2)[CH:5]=[C:4]([NH:17][C:18]2[CH:27]=[C:21]3[CH2:22][N:23]([CH3:26])[CH2:24][CH2:25][N:20]3[N:19]=2)[C:3]1=[O:28].Cl[C:30]1[C:35]([CH:36]=[O:37])=[C:34]([N:38]2[CH2:51][CH2:50][N:41]3[C:42]4[CH2:43][CH2:44][CH2:45][CH2:46][C:47]=4[C:48]([F:49])=[C:40]3[C:39]2=[O:52])[N:33]=[CH:32][CH:31]=1.[O-]P([O-])([O-])=O.[K+].[K+].[K+].CC([O-])=O.[Na+], predict the reaction product. (2) Given the reactants [Br:1][C:2]1[C:10]2[C:5](=[N:6][CH:7]=[CH:8][C:9]=2Cl)[N:4]([CH2:12][C:13]2[CH:18]=[CH:17][C:16]([O:19][CH3:20])=[CH:15][CH:14]=2)[N:3]=1.[NH2:21][C:22]1[CH:23]=[C:24]([CH:30]=[CH:31][CH:32]=1)[C:25]([O:27][CH2:28][CH3:29])=[O:26].C1(O)C=CC=CC=1, predict the reaction product. The product is: [Br:1][C:2]1[C:10]2[C:5](=[N:6][CH:7]=[CH:8][C:9]=2[NH:21][C:22]2[CH:23]=[C:24]([CH:30]=[CH:31][CH:32]=2)[C:25]([O:27][CH2:28][CH3:29])=[O:26])[N:4]([CH2:12][C:13]2[CH:18]=[CH:17][C:16]([O:19][CH3:20])=[CH:15][CH:14]=2)[N:3]=1. (3) Given the reactants C1(=O)OCCO1.[F-:7].[K+].Cl[C:10]([O:12][CH:13]1[CH2:18][CH2:17][CH2:16][CH2:15][CH2:14]1)=[O:11].ClC([O-])=O, predict the reaction product. The product is: [F:7][C:10]([O:12][CH:13]1[CH2:18][CH2:17][CH2:16][CH2:15][CH2:14]1)=[O:11]. (4) Given the reactants [F:1][C:2]1[CH:7]=[CH:6][CH:5]=[C:4]([N+:8]([O-])=O)[C:3]=1[C:11]1[CH:16]=[CH:15][C:14]([F:17])=[CH:13][CH:12]=1.C1(P(C2C=CC=CC=2)C2C=CC=CC=2)C=CC=CC=1, predict the reaction product. The product is: [F:17][C:14]1[CH:15]=[CH:16][C:11]2[C:3]3[C:4](=[CH:5][CH:6]=[CH:7][C:2]=3[F:1])[NH:8][C:12]=2[CH:13]=1. (5) Given the reactants [NH2:1][C@@H:2]([CH2:16][C:17]1[CH:22]=[CH:21][C:20]([Cl:23])=[CH:19][CH:18]=1)[CH2:3][NH:4][C:5]([NH:7]C(=O)C1C=CC=CC=1)=[S:6].[C:24](O[C:24]([O:26][C:27]([CH3:30])([CH3:29])[CH3:28])=[O:25])([O:26][C:27]([CH3:30])([CH3:29])[CH3:28])=[O:25].C([O-])([O-])=O.[K+].[K+], predict the reaction product. The product is: [Cl:23][C:20]1[CH:19]=[CH:18][C:17]([CH2:16][C@H:2]([NH:1][C:24](=[O:25])[O:26][C:27]([CH3:30])([CH3:29])[CH3:28])[CH2:3][NH:4][C:5]([NH2:7])=[S:6])=[CH:22][CH:21]=1. (6) Given the reactants C(S([NH:7][C@H:8]([C:18]1[CH:23]=[C:22]([F:24])[CH:21]=[C:20]([F:25])[CH:19]=1)[CH2:9][S:10][C:11]([CH3:17])([CH3:16])[C:12](OC)=[O:13])=O)(C)(C)C.Cl.C(N(CC)CC)C.C1(C)C=CC=CC=1, predict the reaction product. The product is: [F:25][C:20]1[CH:19]=[C:18]([C@H:8]2[NH:7][C:12](=[O:13])[C:11]([CH3:17])([CH3:16])[S:10][CH2:9]2)[CH:23]=[C:22]([F:24])[CH:21]=1. (7) Given the reactants [Br:1][C:2]1[CH:3]=[N:4][C:5]2[N:6]([N:8]=[C:9]([C:11]([OH:13])=O)[CH:10]=2)[CH:7]=1.[CH3:14][NH:15][C:16]([C:18]1[N:22]2[CH2:23][CH2:24][NH:25][CH:26]([CH3:27])[C:21]2=[CH:20][CH:19]=1)=[O:17], predict the reaction product. The product is: [CH3:14][NH:15][C:16]([C:18]1[N:22]2[CH2:23][CH2:24][N:25]([C:11]([C:9]3[CH:10]=[C:5]4[N:4]=[CH:3][C:2]([Br:1])=[CH:7][N:6]4[N:8]=3)=[O:13])[CH:26]([CH3:27])[C:21]2=[CH:20][CH:19]=1)=[O:17]. (8) Given the reactants [CH3:1][C:2]1[C:10]2[C:9](=[O:11])[NH:8][CH:7]=[N:6][C:5]=2[S:4][C:3]=1[S:12](Cl)(=[O:14])=[O:13].CCN(C(C)C)C(C)C.[CH3:25][N:26]([CH3:31])[CH2:27][CH2:28][CH2:29][NH2:30].Cl, predict the reaction product. The product is: [CH3:25][N:26]([CH3:31])[CH2:27][CH2:28][CH2:29][NH:30][S:12]([C:3]1[S:4][C:5]2[N:6]=[CH:7][NH:8][C:9](=[O:11])[C:10]=2[C:2]=1[CH3:1])(=[O:14])=[O:13]. (9) Given the reactants [CH3:1][C:2]1[N:10]=[CH:9][CH:8]=[CH:7][C:3]=1[C:4](Cl)=[O:5].CCN(C(C)C)C(C)C.[NH2:20][C:21]1[CH:29]=[CH:28][C:24]([C:25]([OH:27])=[O:26])=[CH:23][C:22]=1[OH:30], predict the reaction product. The product is: [OH:30][C:22]1[CH:23]=[C:24]([CH:28]=[CH:29][C:21]=1[NH:20][C:4]([C:3]1[C:2]([CH3:1])=[N:10][CH:9]=[CH:8][CH:7]=1)=[O:5])[C:25]([OH:27])=[O:26].